From a dataset of Catalyst prediction with 721,799 reactions and 888 catalyst types from USPTO. Predict which catalyst facilitates the given reaction. (1) Reactant: [OH:1][C:2]1[CH:11]=[C:10]2[C:5]([CH:6]=[CH:7][C:8](=[O:12])[NH:9]2)=[CH:4][CH:3]=1.[OH-].[K+].Br[CH2:16][CH2:17][CH2:18][CH2:19][Cl:20]. Product: [Cl:20][CH2:19][CH2:18][CH2:17][CH2:16][O:1][C:2]1[CH:11]=[C:10]2[C:5]([CH:6]=[CH:7][C:8](=[O:12])[NH:9]2)=[CH:4][CH:3]=1. The catalyst class is: 5. (2) Reactant: [O:1]=[C:2]1[CH2:6][O:5][CH2:4][CH:3]1[C:7]([O:9][CH2:10][CH3:11])=[O:8].CCN(C(C)C)C(C)C.[O:21](S(C(F)(F)F)(=O)=O)[S:22]([C:25]([F:28])([F:27])[F:26])(=O)=[O:23]. Product: [F:26][C:25]([F:28])([F:27])[S:22]([O:1][C:2]1[CH2:6][O:5][CH2:4][C:3]=1[C:7]([O:9][CH2:10][CH3:11])=[O:8])(=[O:23])=[O:21]. The catalyst class is: 2. (3) Reactant: [F:1][C:2]([F:7])([F:6])[C:3](O)=[O:4].FC(F)(F)C(O)=O.[F:15][C:16]1[CH:21]=[CH:20][C:19]([N:22]2[C:30]3[C:25](=[CH:26][C:27]([O:31][C@H:32]([C:36]4[CH:37]=[N:38][C:39]5[C:44]([CH:45]=4)=[CH:43][CH:42]=[CH:41][CH:40]=5)[C@@H:33]([NH2:35])[CH3:34])=[CH:28][CH:29]=3)[CH:24]=[N:23]2)=[CH:18][CH:17]=1.CN(C)C(N(C)C)=N.FC(F)(F)C(OCC)=O. Product: [F:1][C:2]([F:7])([F:6])[C:3]([NH:35][C@@H:33]([CH3:34])[C@H:32]([O:31][C:27]1[CH:26]=[C:25]2[C:30](=[CH:29][CH:28]=1)[N:22]([C:19]1[CH:18]=[CH:17][C:16]([F:15])=[CH:21][CH:20]=1)[N:23]=[CH:24]2)[C:36]1[CH:37]=[N:38][C:39]2[C:44]([CH:45]=1)=[CH:43][CH:42]=[CH:41][CH:40]=2)=[O:4]. The catalyst class is: 5. (4) Reactant: [H-].[Na+].[CH3:3][O:4][C:5]([CH2:7]P(OC)(OC)=O)=[O:6].[O:14]1[C:18]2([CH2:23][CH2:22][C:21](=O)[CH2:20][CH2:19]2)[O:17][CH2:16][CH2:15]1. Product: [O:14]1[C:18]2([CH2:23][CH2:22][C:21](=[CH:7][C:5]([O:4][CH3:3])=[O:6])[CH2:20][CH2:19]2)[O:17][CH2:16][CH2:15]1. The catalyst class is: 1. (5) Reactant: [N:1]1([C:18]([O:20][C:21]([CH3:24])([CH3:23])[CH3:22])=[O:19])[CH2:6][CH2:5][C:4]([C:7]2[CH:12]=[CH:11][N:10]=[CH:9][CH:8]=2)=[C:3]([C:13]([O:15][CH2:16][CH3:17])=[O:14])[CH2:2]1.[Mg]. Product: [N:10]1[CH:11]=[CH:12][C:7]([C@H:4]2[CH2:5][CH2:6][N:1]([C:18]([O:20][C:21]([CH3:22])([CH3:23])[CH3:24])=[O:19])[CH2:2][C@H:3]2[C:13]([O:15][CH2:16][CH3:17])=[O:14])=[CH:8][CH:9]=1. The catalyst class is: 5. (6) Reactant: [Br:1][C:2]1[CH:3]=[C:4]2[C:8](=[CH:9][CH:10]=1)[NH:7][N:6]=[C:5]2[CH3:11].F[B-](F)(F)F.[CH2:17]([O+](CC)CC)[CH3:18].[OH-].[Na+]. Product: [Br:1][C:2]1[CH:10]=[CH:9][C:8]2[C:4](=[C:5]([CH3:11])[N:6]([CH2:17][CH3:18])[N:7]=2)[CH:3]=1. The catalyst class is: 13. (7) Reactant: [N+:1]([C:4]1[CH:9]=[CH:8][CH:7]=[CH:6][C:5]=1[S:10](Cl)(=[O:12])=[O:11])([O-:3])=[O:2].[NH:14]1[CH2:21][CH2:20][CH2:19][C@H:15]1[C:16]([OH:18])=[O:17].[OH-].[Na+].C(=O)([O-])[O-].[Na+].[Na+]. Product: [N+:1]([C:4]1[CH:9]=[CH:8][CH:7]=[CH:6][C:5]=1[S:10]([N:14]1[CH2:21][CH2:20][CH2:19][C@H:15]1[C:16]([OH:18])=[O:17])(=[O:12])=[O:11])([O-:3])=[O:2]. The catalyst class is: 132. (8) Reactant: [CH3:1][C:2]1[CH:11]=[CH:10][CH:9]=[C:8]2[C:3]=1[CH2:4][CH2:5][C:6]([NH2:15])([C:12]([OH:14])=[O:13])[CH2:7]2.C(N(CC)CC)C.[C:23](=O)([O:39]N1C(=O)CCC1=O)[O:24][CH2:25][CH:26]1[C:38]2[CH:37]=[CH:36][CH:35]=[CH:34][C:33]=2[C:32]2[C:27]1=[CH:28][CH:29]=[CH:30][CH:31]=2. Product: [C:23]([CH:7]1[C:8]2[C:3](=[C:2]([CH3:1])[CH:11]=[CH:10][CH:9]=2)[CH2:4][CH2:5][C:6]1([NH2:15])[C:12]([OH:14])=[O:13])([O:24][CH2:25][CH:26]1[C:27]2[C:32](=[CH:31][CH:30]=[CH:29][CH:28]=2)[C:33]2[C:38]1=[CH:37][CH:36]=[CH:35][CH:34]=2)=[O:39]. The catalyst class is: 47. (9) The catalyst class is: 8. Reactant: [BH4-].[Na+].[NH2:3][C:4]1[CH:14]=[C:13]([CH:15]=[O:16])[C:12]([C:17]([F:20])([F:19])[F:18])=[CH:11][C:5]=1[C:6]([O:8][CH2:9][CH3:10])=[O:7].C(=O)(O)[O-].[Na+].C(OCC)(=O)C. Product: [NH2:3][C:4]1[CH:14]=[C:13]([CH2:15][OH:16])[C:12]([C:17]([F:18])([F:19])[F:20])=[CH:11][C:5]=1[C:6]([O:8][CH2:9][CH3:10])=[O:7].